Dataset: Reaction yield outcomes from USPTO patents with 853,638 reactions. Task: Predict the reaction yield, written as a fraction of the theoretical maximum amount of product (1.0 means a 100% yield; for example, 0.34 means a 34% yield). The reactants are F[C:2]1[C:7]([F:8])=[CH:6][N:5]=[C:4]2[NH:9][CH:10]=[C:11]([NH:12][C:13](=[O:18])[C@H:14]([O:16][CH3:17])[CH3:15])[C:3]=12.[NH:19]1[CH2:24][CH2:23][CH2:22][C@@H:21]([NH:25]C(=O)OC(C)(C)C)[CH2:20]1.CCN(C(C)C)C(C)C.C(O)(C(F)(F)F)=O.C(Cl)[Cl:50]. The product is [ClH:50].[NH2:25][C@@H:21]1[CH2:22][CH2:23][CH2:24][N:19]([C:2]2[C:7]([F:8])=[CH:6][N:5]=[C:4]3[NH:9][CH:10]=[C:11]([NH:12][C:13](=[O:18])[C@H:14]([O:16][CH3:17])[CH3:15])[C:3]=23)[CH2:20]1. The yield is 0.930. The catalyst is CCCCO.